From a dataset of Reaction yield outcomes from USPTO patents with 853,638 reactions. Predict the reaction yield, written as a fraction of the theoretical maximum amount of product (1.0 means a 100% yield; for example, 0.34 means a 34% yield). The reactants are Br[C:2]1[NH:3][C:4]2[C:9]([C:10]=1[CH:11]=[O:12])=[CH:8][C:7]([O:13][CH3:14])=[CH:6][CH:5]=2.[CH3:15][C:16]1[C:20](B2OC(C)(C)C(C)(C)O2)=[C:19]([CH3:30])[NH:18][N:17]=1.C1C=CC(P(C2C=CC=CC=2)C2C=CC=CC=2)=CC=1.[O-]P([O-])([O-])=O.[K+].[K+].[K+]. The catalyst is COCCOC.O.CC([O-])=O.CC([O-])=O.[Pd+2]. The product is [CH3:15][C:16]1[C:20]([C:2]2[NH:3][C:4]3[C:9]([C:10]=2[CH:11]=[O:12])=[CH:8][C:7]([O:13][CH3:14])=[CH:6][CH:5]=3)=[C:19]([CH3:30])[NH:18][N:17]=1. The yield is 0.820.